This data is from Retrosynthesis with 50K atom-mapped reactions and 10 reaction types from USPTO. The task is: Predict the reactants needed to synthesize the given product. (1) Given the product Cc1c(N2C(=O)C(C)(C)C(=O)C2C)ccc(C#N)c1F, predict the reactants needed to synthesize it. The reactants are: CC1NC(=O)C(C)(C)C1=O.Cc1c(Br)ccc(C#N)c1F. (2) Given the product C=CCC(CN)C(=O)OC, predict the reactants needed to synthesize it. The reactants are: C=CCC(CNC(=O)OC(C)(C)C)C(=O)OC.